From a dataset of Full USPTO retrosynthesis dataset with 1.9M reactions from patents (1976-2016). Predict the reactants needed to synthesize the given product. (1) Given the product [CH2:1]([O:4][CH2:7][C:8]([O:10][CH2:11][CH3:12])=[O:9])[CH2:2][CH3:3], predict the reactants needed to synthesize it. The reactants are: [CH2:1]([OH:4])[CH2:2][CH3:3].[N+](=[CH:7][C:8]([O:10][CH2:11][CH3:12])=[O:9])=[N-]. (2) Given the product [CH3:1][O:2][C:3](=[O:9])[CH:4]([C:19](=[O:22])[CH2:20][CH3:21])[C:5](=[O:8])[CH2:6][CH3:7], predict the reactants needed to synthesize it. The reactants are: [CH3:1][O:2][C:3](=[O:9])[CH2:4][C:5](=[O:8])[CH2:6][CH3:7].[Cl-].[Mg+2].[Cl-].N1C=CC=CC=1.[C:19](Cl)(=[O:22])[CH2:20][CH3:21].Cl. (3) Given the product [Cl:28][C:20]1[CH:21]=[CH:22][C:23]2[O:24][CH2:25][O:26][C:27]=2[C:19]=1[NH:18][C:16]1[CH:15]=[CH:14][N:13]=[C:12]([NH:1][C:2]2[CH:3]=[C:4]([CH:8]=[CH:9][CH:10]=2)[C:5]([OH:7])=[O:6])[N:17]=1, predict the reactants needed to synthesize it. The reactants are: [NH2:1][C:2]1[CH:3]=[C:4]([CH:8]=[CH:9][CH:10]=1)[C:5]([OH:7])=[O:6].Cl[C:12]1[N:17]=[C:16]([NH:18][C:19]2[C:27]3[O:26][CH2:25][O:24][C:23]=3[CH:22]=[CH:21][C:20]=2[Cl:28])[CH:15]=[CH:14][N:13]=1.Cl.CCN(C(C)C)C(C)C. (4) Given the product [CH:1]1[C:10]2[C:5](=[CH:6][CH:7]=[CH:8][CH:9]=2)[CH:4]=[CH:3][C:2]=1[OH:22].[C:12]1([OH:22])[C:21]2[C:16](=[CH:17][CH:18]=[CH:19][CH:20]=2)[CH:15]=[CH:14][CH:13]=1, predict the reactants needed to synthesize it. The reactants are: [C:1]1(O)[C:10]2[C:5](=[CH:6][CH:7]=[CH:8][CH:9]=2)[CH:4]=[CH:3][CH:2]=1.[C:12]1([O:22]C2C3C(=CC=CC=3)C=CC=2)[C:21]2[C:16](=[CH:17][CH:18]=[CH:19][CH:20]=2)[CH:15]=[CH:14][CH:13]=1. (5) Given the product [Cl:1][C:2]1[CH:3]=[CH:4][C:5]([C:8]2[N:9]([CH2:23][C@H:24]([OH:29])[C:25]([F:26])([F:28])[F:27])[C:10](=[O:22])[N:11]([CH2:13][C:14]3[N:18]=[C:17]([CH:19]([OH:21])[CH3:20])[N:16]([C:37]4[CH:36]=[CH:35][CH:34]=[C:33]([O:32][CH:31]([F:42])[F:30])[CH:38]=4)[N:15]=3)[N:12]=2)=[CH:6][CH:7]=1, predict the reactants needed to synthesize it. The reactants are: [Cl:1][C:2]1[CH:7]=[CH:6][C:5]([C:8]2[N:9]([CH2:23][C@H:24]([OH:29])[C:25]([F:28])([F:27])[F:26])[C:10](=[O:22])[N:11]([CH2:13][C:14]3[N:18]=[C:17]([CH:19]([OH:21])[CH3:20])[NH:16][N:15]=3)[N:12]=2)=[CH:4][CH:3]=1.[F:30][CH:31]([F:42])[O:32][C:33]1[CH:34]=[C:35](B(O)O)[CH:36]=[CH:37][CH:38]=1.B(O)O.